Dataset: Forward reaction prediction with 1.9M reactions from USPTO patents (1976-2016). Task: Predict the product of the given reaction. Given the reactants [NH2:1][CH2:2][C@@H:3]1[CH2:8][CH2:7][CH2:6][N:5]([C:9]2[C:18]3[C:13](=[CH:14][C:15]([CH3:19])=[CH:16][CH:17]=3)[N:12]=[C:11]([C:20]3[CH:25]=[CH:24][CH:23]=[CH:22][C:21]=3[OH:26])[N:10]=2)[CH2:4]1.Cl[C:28]([O:30][C@@H:31]1[CH2:35][CH2:34][O:33][CH2:32]1)=[O:29].C(N(CC)CC)C, predict the reaction product. The product is: [OH:26][C:21]1[CH:22]=[CH:23][CH:24]=[CH:25][C:20]=1[C:11]1[N:10]=[C:9]([N:5]2[CH2:6][CH2:7][CH2:8][C@@H:3]([CH2:2][NH:1][C:28](=[O:29])[O:30][C@@H:31]3[CH2:35][CH2:34][O:33][CH2:32]3)[CH2:4]2)[C:18]2[C:13](=[CH:14][C:15]([CH3:19])=[CH:16][CH:17]=2)[N:12]=1.